This data is from Full USPTO retrosynthesis dataset with 1.9M reactions from patents (1976-2016). The task is: Predict the reactants needed to synthesize the given product. (1) The reactants are: OS(O)(=O)=O.[N+:6]([O-:9])(O)=[O:7].[F:10][C:11]1[C:19]([F:20])=[C:18]([F:21])[CH:17]=[CH:16][C:12]=1[C:13]([OH:15])=[O:14]. Given the product [F:10][C:11]1[C:19]([F:20])=[C:18]([F:21])[C:17]([N+:6]([O-:9])=[O:7])=[CH:16][C:12]=1[C:13]([OH:15])=[O:14], predict the reactants needed to synthesize it. (2) Given the product [C:19]([NH:22][NH:23][C:13]([C@:12]1([CH3:16])[CH2:11][O:10][C:9]([CH3:18])([CH3:17])[N:8]1[C:6]([O:5][C:1]([CH3:2])([CH3:3])[CH3:4])=[O:7])=[O:15])(=[O:21])[CH3:20], predict the reactants needed to synthesize it. The reactants are: [C:1]([O:5][C:6]([N:8]1[C@:12]([CH3:16])([C:13]([OH:15])=O)[CH2:11][O:10][C:9]1([CH3:18])[CH3:17])=[O:7])([CH3:4])([CH3:3])[CH3:2].[C:19]([NH:22][NH2:23])(=[O:21])[CH3:20].ON1C2C=CC=CC=2N=N1.C(N(C(C)C)CC)(C)C.Cl.CN(C)CCCN=C=NCC. (3) Given the product [Cl:24][C:13]1[C:12]2[C:17](=[CH:18][C:9]([C:4]3[C:3]([C:2]([F:21])([F:20])[F:1])=[CH:8][CH:7]=[CH:6][N:5]=3)=[CH:10][CH:11]=2)[N:16]=[CH:15][N:14]=1, predict the reactants needed to synthesize it. The reactants are: [F:1][C:2]([F:21])([F:20])[C:3]1[C:4]([C:9]2[CH:18]=[C:17]3[C:12]([C:13](O)=[N:14][CH:15]=[N:16]3)=[CH:11][CH:10]=2)=[N:5][CH:6]=[CH:7][CH:8]=1.O=P(Cl)(Cl)[Cl:24]. (4) Given the product [F:12][C:13]1[CH:20]=[CH:19][C:16]([CH:17]2[C:32]([C:31]([NH:30][C:26]3[CH:25]=[C:24]4[C:29](=[CH:28][CH:27]=3)[NH:21][N:22]=[CH:23]4)=[O:36])=[C:33]([CH3:34])[NH:10][C:9]([C:6]3[CH:5]=[CH:4][C:3]([O:2][CH3:1])=[CH:8][CH:7]=3)=[N:11]2)=[CH:15][CH:14]=1, predict the reactants needed to synthesize it. The reactants are: [CH3:1][O:2][C:3]1[CH:8]=[CH:7][C:6]([C:9](=[NH:11])[NH2:10])=[CH:5][CH:4]=1.[F:12][C:13]1[CH:20]=[CH:19][C:16]([CH:17]=O)=[CH:15][CH:14]=1.[NH:21]1[C:29]2[C:24](=[CH:25][C:26]([NH:30][C:31](=[O:36])[CH2:32][C:33](=O)[CH3:34])=[CH:27][CH:28]=2)[CH:23]=[N:22]1.C([O-])(=O)C.[K+]. (5) Given the product [Br:21][C:20]1[C:16]([C:12]2[CH:11]=[C:10]([NH:9][C:6]([C:2]3[S:1][CH:5]=[CH:4][CH:3]=3)=[O:7])[CH:15]=[CH:14][CH:13]=2)=[N:17][N:18]([CH3:22])[CH:19]=1, predict the reactants needed to synthesize it. The reactants are: [S:1]1[CH:5]=[CH:4][CH:3]=[C:2]1[C:6](Cl)=[O:7].[NH2:9][C:10]1[CH:11]=[C:12]([C:16]2[C:20]([Br:21])=[CH:19][N:18]([CH3:22])[N:17]=2)[CH:13]=[CH:14][CH:15]=1.C(N(CC)CC)C.